This data is from CYP1A2 inhibition data for predicting drug metabolism from PubChem BioAssay. The task is: Regression/Classification. Given a drug SMILES string, predict its absorption, distribution, metabolism, or excretion properties. Task type varies by dataset: regression for continuous measurements (e.g., permeability, clearance, half-life) or binary classification for categorical outcomes (e.g., BBB penetration, CYP inhibition). Dataset: cyp1a2_veith. (1) The molecule is CCOc1ccc(/C(O)=C2/C(=O)C(=O)N(CC3CCCO3)C2c2ccc(C)o2)cc1. The result is 0 (non-inhibitor). (2) The molecule is CCn1c(COc2ccc(OC)cc2)nc2ccccc21. The result is 1 (inhibitor). (3) The drug is O=c1c(CCc2ccccc2)nc2cnc(N3CCOCC3)nc2n1-c1ccccc1. The result is 1 (inhibitor). (4) The drug is c1ccc2c(c1)CCCc1cc(NCCN3CCOCC3)nnc1-2. The result is 0 (non-inhibitor). (5) The drug is COc1ccc2[nH]cc(CCNc3ncncc3-c3ccc4c(c3)OCO4)c2c1. The result is 1 (inhibitor). (6) The drug is Cc1sc2ncn(CC(=O)NCCCC(=O)N3CCN(c4ncccn4)CC3)c(=O)c2c1C. The result is 0 (non-inhibitor). (7) The compound is COc1ccc(Cc2nnc(NC(=O)c3cccc([N+](=O)[O-])c3C)s2)cc1. The result is 0 (non-inhibitor). (8) The drug is CCn1c(SC)nnc1C1CCN(S(=O)(=O)c2ccc(OC)cc2)CC1. The result is 0 (non-inhibitor).